Predict the reaction yield, written as a fraction of the theoretical maximum amount of product (1.0 means a 100% yield; for example, 0.34 means a 34% yield). From a dataset of Reaction yield outcomes from USPTO patents with 853,638 reactions. (1) The reactants are [O:1]=[C:2]1[CH2:7][CH2:6][N:5]([C:8]([O:10][C:11]([CH3:14])([CH3:13])[CH3:12])=[O:9])[CH2:4][CH2:3]1.[CH3:15][O:16][C:17]1[CH:18]=[C:19]([Mg]Br)[CH:20]=[CH:21][CH:22]=1. No catalyst specified. The product is [OH:1][C:2]1([C:21]2[CH:20]=[CH:19][CH:18]=[C:17]([O:16][CH3:15])[CH:22]=2)[CH2:3][CH2:4][N:5]([C:8]([O:10][C:11]([CH3:14])([CH3:13])[CH3:12])=[O:9])[CH2:6][CH2:7]1. The yield is 0.550. (2) The reactants are Br[C:2]1[CH:7]=[C:6]([C:8]2[CH:13]=[CH:12][CH:11]=[CH:10][CH:9]=2)[N:5]=[N:4][C:3]=1[NH2:14].[C:15]([Si:17]([CH3:20])([CH3:19])[CH3:18])#[CH:16].C(N(CC)CC)C. The catalyst is CN(C=O)C.[Cu]I.C1C=CC([P]([Pd]([P](C2C=CC=CC=2)(C2C=CC=CC=2)C2C=CC=CC=2)([P](C2C=CC=CC=2)(C2C=CC=CC=2)C2C=CC=CC=2)[P](C2C=CC=CC=2)(C2C=CC=CC=2)C2C=CC=CC=2)(C2C=CC=CC=2)C2C=CC=CC=2)=CC=1. The product is [C:8]1([C:6]2[N:5]=[N:4][C:3]([NH2:14])=[C:2]([C:16]#[C:15][Si:17]([CH3:20])([CH3:19])[CH3:18])[CH:7]=2)[CH:13]=[CH:12][CH:11]=[CH:10][CH:9]=1. The yield is 0.656. (3) The reactants are [CH3:1][C:2]1[CH:10]=[C:9]2[C:5]([C:6]([C:11]3[N:12]=[C:13]4[C:19]([C:20]([OH:22])=O)=[CH:18][NH:17][C:14]4=[N:15][CH:16]=3)=[N:7][NH:8]2)=[CH:4][CH:3]=1.CCN=C=NCCCN(C)C.CCN(C(C)C)C(C)C.[NH2:43][C:44]1([CH3:56])[CH2:48][CH2:47][N:46]([C:49]([O:51][C:52]([CH3:55])([CH3:54])[CH3:53])=[O:50])[CH2:45]1. The catalyst is CN(C1C=CN=CC=1)C.CN(C=O)C.O. The product is [CH3:56][C:44]1([NH:43][C:20]([C:19]2[C:13]3[C:14](=[N:15][CH:16]=[C:11]([C:6]4[C:5]5[C:9](=[CH:10][C:2]([CH3:1])=[CH:3][CH:4]=5)[NH:8][N:7]=4)[N:12]=3)[NH:17][CH:18]=2)=[O:22])[CH2:48][CH2:47][N:46]([C:49]([O:51][C:52]([CH3:55])([CH3:54])[CH3:53])=[O:50])[CH2:45]1. The yield is 0.470. (4) The reactants are [Br:1][C:2]1[C:3]([CH3:19])=[C:4]2[CH:10]=[CH:9][N:8]([CH2:11][O:12][CH2:13][CH2:14][Si:15]([CH3:18])([CH3:17])[CH3:16])[C:5]2=[N:6][CH:7]=1.[I:20]N1C(=O)CCC1=O.C(=O)(O)[O-].[Na+].S([O-])([O-])(=O)=O.[Na+].[Na+]. The catalyst is ClCCCl.O.C(OCC)(=O)C. The product is [Br:1][C:2]1[C:3]([CH3:19])=[C:4]2[C:10]([I:20])=[CH:9][N:8]([CH2:11][O:12][CH2:13][CH2:14][Si:15]([CH3:18])([CH3:17])[CH3:16])[C:5]2=[N:6][CH:7]=1. The yield is 0.390. (5) The reactants are IC.[Cl:3][C:4]1[CH:25]=[CH:24][C:7]([CH2:8][NH:9][C:10]([C:12]2[N:13]=[N:14][C:15]3[C:20]([C:21]=2[OH:22])=[CH:19][C:18]([I:23])=[CH:17][CH:16]=3)=[O:11])=[CH:6][CH:5]=1.[C:26]([O-])([O-])=O.[K+].[K+].O. The catalyst is CN(C=O)C. The product is [Cl:3][C:4]1[CH:5]=[CH:6][C:7]([CH2:8][NH:9][C:10]([C:12]2[C:21](=[O:22])[C:20]3[C:15](=[CH:16][CH:17]=[C:18]([I:23])[CH:19]=3)[N:14]([CH3:26])[N:13]=2)=[O:11])=[CH:24][CH:25]=1. The yield is 0.390. (6) The catalyst is CN(C)C=O.O. The product is [Cl:1][C:2]1[C:3]([O:12][C:13]2[CH:18]=[C:17]([O:19][CH2:36][CH2:37][CH:38]3[O:42][CH2:41][CH2:40][O:39]3)[CH:16]=[CH:15][C:14]=2/[CH:20]=[CH:21]/[C:22]([O:24][CH2:25][CH3:26])=[O:23])=[N:4][CH:5]=[C:6]([C:8]([F:9])([F:11])[F:10])[CH:7]=1. The reactants are [Cl:1][C:2]1[C:3]([O:12][C:13]2[CH:18]=[C:17]([OH:19])[CH:16]=[CH:15][C:14]=2/[CH:20]=[CH:21]/[C:22]([O:24][CH2:25][CH3:26])=[O:23])=[N:4][CH:5]=[C:6]([C:8]([F:11])([F:10])[F:9])[CH:7]=1.C(=O)([O-])[O-].[K+].[K+].[I-].[Na+].Br[CH2:36][CH2:37][CH:38]1[O:42][CH2:41][CH2:40][O:39]1. The yield is 0.730. (7) The reactants are [BH4-].[Na+].[Si:3]([O:10][CH2:11][CH2:12][O:13][C:14]1[CH:15]=[C:16]([F:24])[C:17]([C:20](OC)=[O:21])=[N:18][CH:19]=1)([C:6]([CH3:9])([CH3:8])[CH3:7])([CH3:5])[CH3:4]. The catalyst is C(O)C. The product is [Si:3]([O:10][CH2:11][CH2:12][O:13][C:14]1[CH:15]=[C:16]([F:24])[C:17]([CH2:20][OH:21])=[N:18][CH:19]=1)([C:6]([CH3:9])([CH3:8])[CH3:7])([CH3:5])[CH3:4]. The yield is 0.980.